This data is from Forward reaction prediction with 1.9M reactions from USPTO patents (1976-2016). The task is: Predict the product of the given reaction. (1) Given the reactants [OH:1][C@H:2]1[CH2:6][CH2:5][O:4][CH2:3]1.[H-].[Na+].Cl[CH2:10][C:11]1[CH:12]=[C:13]2[C:17](=[CH:18][CH:19]=1)[N:16]([C:20]([C:33]1[CH:38]=[CH:37][CH:36]=[CH:35][CH:34]=1)([C:27]1[CH:32]=[CH:31][CH:30]=[CH:29][CH:28]=1)[C:21]1[CH:26]=[CH:25][CH:24]=[CH:23][CH:22]=1)[N:15]=[C:14]2[C:39]1[CH:44]=[CH:43][CH:42]=[C:41]([F:45])[CH:40]=1.[I-].[Na+], predict the reaction product. The product is: [F:45][C:41]1[CH:40]=[C:39]([C:14]2[C:13]3[C:17](=[CH:18][CH:19]=[C:11]([CH2:10][O:1][C@H:2]4[CH2:6][CH2:5][O:4][CH2:3]4)[CH:12]=3)[N:16]([C:20]([C:33]3[CH:34]=[CH:35][CH:36]=[CH:37][CH:38]=3)([C:27]3[CH:28]=[CH:29][CH:30]=[CH:31][CH:32]=3)[C:21]3[CH:26]=[CH:25][CH:24]=[CH:23][CH:22]=3)[N:15]=2)[CH:44]=[CH:43][CH:42]=1. (2) Given the reactants [F:1][C:2]1[CH:9]=[CH:8][C:5]([CH:6]=O)=[CH:4][CH:3]=1.[CH:10]([C:13]1[CH:19]=[CH:18][C:16]([NH2:17])=[CH:15][CH:14]=1)([CH3:12])[CH3:11], predict the reaction product. The product is: [F:1][C:2]1[CH:9]=[CH:8][C:5]([CH2:6][NH:17][C:16]2[CH:18]=[CH:19][C:13]([CH:10]([CH3:12])[CH3:11])=[CH:14][CH:15]=2)=[CH:4][CH:3]=1. (3) Given the reactants [C:1]([O:4][C:5]1[CH:10]=[CH:9][C:8]([C:11](=[O:17])[CH2:12][CH2:13][C:14]([OH:16])=O)=[CH:7][CH:6]=1)(=[O:3])[CH3:2].C(N(CC)CC)C.ClC(OCC(C)C)=O.[CH2:33]([O:40][C:41]1[CH:46]=[CH:45][C:44]([N:47]2[CH2:52][CH2:51][NH:50][CH2:49][CH2:48]2)=[CH:43][CH:42]=1)[C:34]1[CH:39]=[CH:38][CH:37]=[CH:36][CH:35]=1, predict the reaction product. The product is: [CH2:33]([O:40][C:41]1[CH:46]=[CH:45][C:44]([N:47]2[CH2:52][CH2:51][N:50]([C:14](=[O:16])[CH2:13][CH2:12][C:11]([C:8]3[CH:7]=[CH:6][C:5]([O:4][C:1](=[O:3])[CH3:2])=[CH:10][CH:9]=3)=[O:17])[CH2:49][CH2:48]2)=[CH:43][CH:42]=1)[C:34]1[CH:39]=[CH:38][CH:37]=[CH:36][CH:35]=1. (4) The product is: [CH3:1][O:2][C:3]1[CH:4]=[C:5]([NH:9][C:10]2[C:22]3[C:21]4[C:16](=[CH:17][CH:18]=[CH:19][CH:20]=4)[NH:15][C:14]=3[N:13]=[C:12]([NH2:23])[N:11]=2)[CH:6]=[CH:7][CH:8]=1. Given the reactants [CH3:1][O:2][C:3]1[CH:4]=[C:5]([NH:9][C:10]2[C:22]3[C:21]4[C:16](=[CH:17][CH:18]=[CH:19][CH:20]=4)[NH:15][C:14]=3[N:13]=[C:12]([NH:23]C(=O)C(C)(C)C)[N:11]=2)[CH:6]=[CH:7][CH:8]=1.[OH-].[Na+].C(Cl)(Cl)Cl.CO, predict the reaction product. (5) Given the reactants [N:1]1[CH:6]=[CH:5][CH:4]=[CH:3][C:2]=1[CH2:7][N:8](S(C1C=CC=CC=1[N+]([O-])=O)(=O)=O)[CH2:9][C:10]1[CH:15]=[CH:14][C:13]([CH2:16][NH:17][CH:18]2[C:27]3[N:26]=[CH:25][CH:24]=[C:23]([O:28][CH3:29])[C:22]=3[CH2:21][CH2:20][CH2:19]2)=[CH:12][CH:11]=1.C1(S)C=CC=CC=1.C([O-])([O-])=O.[K+].[K+], predict the reaction product. The product is: [N:1]1[CH:6]=[CH:5][CH:4]=[CH:3][C:2]=1[CH2:7][NH:8][CH2:9][C:10]1[CH:11]=[CH:12][C:13]([CH2:16][NH:17][CH:18]2[C:27]3[N:26]=[CH:25][CH:24]=[C:23]([O:28][CH3:29])[C:22]=3[CH2:21][CH2:20][CH2:19]2)=[CH:14][CH:15]=1.